From a dataset of Full USPTO retrosynthesis dataset with 1.9M reactions from patents (1976-2016). Predict the reactants needed to synthesize the given product. The reactants are: [CH3:1]/[C:2](=[CH:5]\[C:6]1[CH:11]=[CH:10][CH:9]=[CH:8][CH:7]=1)/[CH:3]=O.[CH3:12][C@H:13]1[O:18][C@@H:17]([CH3:19])[CH2:16][NH:15][CH2:14]1. Given the product [CH3:19][C@H:17]1[O:18][C@@H:13]([CH3:12])[CH2:14][N:15]([CH2:3][CH:2]([CH3:1])[CH2:5][C:6]2[CH:11]=[CH:10][CH:9]=[CH:8][CH:7]=2)[CH2:16]1, predict the reactants needed to synthesize it.